Predict the product of the given reaction. From a dataset of Forward reaction prediction with 1.9M reactions from USPTO patents (1976-2016). (1) The product is: [Cl:1][C:2]1[N:7]=[C:6]([NH:8][CH2:9][CH2:10][CH2:11][OH:12])[C:5]([C:15]2[S:14][CH:18]=[CH:17][CH:16]=2)=[CH:4][N:3]=1. Given the reactants [Cl:1][C:2]1[N:7]=[C:6]([NH:8][CH2:9][CH2:10][CH2:11][OH:12])[C:5](I)=[CH:4][N:3]=1.[S:14]1[CH:18]=[CH:17][CH:16]=[C:15]1B(O)O.O1C=CC=C1P(C1OC=CC=1)C1OC=CC=1.C([O-])([O-])=O.[Na+].[Na+], predict the reaction product. (2) Given the reactants [NH:1]1[CH2:6][CH2:5][CH:4]([N:7]2[C:15]3[C:10](=[N:11][CH:12]=[CH:13][CH:14]=3)[NH:9][C:8]2=[O:16])[CH2:3][CH2:2]1.Cl[C:18]1[N:23]=[CH:22][N:21]=[C:20]([C:24]([C:26]2[CH:27]=[C:28]3[C:32](=[C:33]([CH3:35])[CH:34]=2)[NH:31][C:30](=[O:36])[CH2:29]3)=[O:25])[CH:19]=1.CCN(C(C)C)C(C)C.C(#N)C.O, predict the reaction product. The product is: [CH3:35][C:33]1[CH:34]=[C:26]([C:24]([C:20]2[N:21]=[CH:22][N:23]=[C:18]([N:1]3[CH2:2][CH2:3][CH:4]([N:7]4[C:15]5[C:10](=[N:11][CH:12]=[CH:13][CH:14]=5)[NH:9][C:8]4=[O:16])[CH2:5][CH2:6]3)[CH:19]=2)=[O:25])[CH:27]=[C:28]2[C:32]=1[NH:31][C:30](=[O:36])[CH2:29]2. (3) Given the reactants [CH3:1][N:2]1[C:7]2[C:8](C)=[CH:9][NH:10][C:6]=2[C:5](=[O:12])[N:4]([CH3:13])[C:3]1=[O:14].[Br:15]Br, predict the reaction product. The product is: [Br:15][C:8]1[C:7]2[N:2]([CH3:1])[C:3](=[O:14])[N:4]([CH3:13])[C:5](=[O:12])[C:6]=2[NH:10][CH:9]=1. (4) The product is: [OH:33][CH2:32][C:29]1[CH:30]=[CH:31][C:26]([NH:25][C:13]([CH:14]2[C:15]3[C:16](=[CH:20][CH:21]=[CH:22][CH:23]=3)[C:17](=[O:19])[N:12]([CH2:11][CH2:10][O:9][CH3:8])[CH:6]2[C:2]2[S:1][CH:5]=[CH:4][CH:3]=2)=[O:24])=[CH:27][CH:28]=1. Given the reactants [S:1]1[CH:5]=[CH:4][CH:3]=[C:2]1[CH:6]=O.[CH3:8][O:9][CH2:10][CH2:11][NH2:12].[C:13]1(=[O:24])[O:19][C:17](=O)[C:16]2=[CH:20][CH:21]=[CH:22][CH:23]=[C:15]2[CH2:14]1.[NH2:25][C:26]1[CH:31]=[CH:30][C:29]([CH2:32][OH:33])=[CH:28][CH:27]=1, predict the reaction product. (5) The product is: [CH3:45][C:2]1[S:3][C:4]([C:7]2[CH:17]=[C:18]3[C:23](=[C:24]([O:26][CH2:27][O:28][CH2:29][CH2:30][Si:31]([CH3:32])([CH3:33])[CH3:34])[CH:25]=2)[N:22]=[CH:21][N:20]([CH2:35][O:36][CH2:37][CH2:38][Si:39]([CH3:41])([CH3:40])[CH3:42])[C:19]3=[O:43])=[N:5][N:6]=1. Given the reactants Br[C:2]1[S:3][C:4]([CH3:7])=[N:5][N:6]=1.CC1(C)C(C)(C)OB(C2[CH:17]=[C:18]3[C:23](=[C:24]([O:26][CH2:27][O:28][CH2:29][CH2:30][Si:31]([CH3:34])([CH3:33])[CH3:32])[CH:25]=2)[N:22]=[CH:21][N:20]([CH2:35][O:36][CH2:37][CH2:38][Si:39]([CH3:42])([CH3:41])[CH3:40])[C:19]3=[O:43])O1.[C:45](=O)([O-])[O-].[K+].[K+].O, predict the reaction product. (6) Given the reactants [F:1][C:2]1([F:13])[O:6][C:5]2[CH:7]=[C:8]([F:12])[CH:9]=[C:10]([F:11])[C:4]=2[O:3]1.[Li]C(CC)C.[I:19]I.[NH4+].[Cl-], predict the reaction product. The product is: [F:13][C:2]1([F:1])[O:6][C:5]2[CH:7]=[C:8]([F:12])[C:9]([I:19])=[C:10]([F:11])[C:4]=2[O:3]1. (7) Given the reactants Cl[CH2:2][C:3]1[S:7][C:6]([NH:8][C:9](=[O:11])[CH3:10])=[N:5][CH:4]=1.Cl.[O:13]1[C:17]2[CH:18]=[CH:19][C:20]([CH2:22][CH:23]3[CH2:28][CH2:27][NH:26][CH2:25][CH2:24]3)=[CH:21][C:16]=2[O:15][CH2:14]1.CCN(C(C)C)C(C)C, predict the reaction product. The product is: [O:13]1[C:17]2[CH:18]=[CH:19][C:20]([CH2:22][CH:23]3[CH2:28][CH2:27][N:26]([CH2:2][C:3]4[S:7][C:6]([NH:8][C:9](=[O:11])[CH3:10])=[N:5][CH:4]=4)[CH2:25][CH2:24]3)=[CH:21][C:16]=2[O:15][CH2:14]1. (8) Given the reactants [Br:1][C:2]1[CH:3]=[C:4]([C:9]([OH:11])=[O:10])[C:5]([OH:8])=[N:6][CH:7]=1.C(=O)([O-])[O-].[Cs+].[Cs+].I[CH2:19][CH3:20].[CH2:21](O)[CH3:22], predict the reaction product. The product is: [Br:1][C:2]1[CH2:7][N:6]([CH2:21][CH3:22])[C:5]([OH:8])=[C:4]([C:9]([O:11][CH2:19][CH3:20])=[O:10])[CH:3]=1. (9) Given the reactants [CH:1]([O:4][C:5]1[CH:6]=[C:7]([CH:12]=[C:13]([O:18][CH:19]([CH3:21])[CH3:20])[C:14]=1[N+:15]([O-])=O)[C:8]([O:10][CH3:11])=[O:9])([CH3:3])[CH3:2], predict the reaction product. The product is: [NH2:15][C:14]1[C:13]([O:18][CH:19]([CH3:21])[CH3:20])=[CH:12][C:7]([C:8]([O:10][CH3:11])=[O:9])=[CH:6][C:5]=1[O:4][CH:1]([CH3:3])[CH3:2]. (10) The product is: [Cl:24][C:11]1[O:12][C:8]([C:5]2[CH:6]=[CH:7][C:2]([Cl:1])=[CH:3][CH:4]=2)=[CH:9][N:10]=1. Given the reactants [Cl:1][C:2]1[CH:7]=[CH:6][C:5]([C:8]2[O:12][C:11](S)=[N:10][CH:9]=2)=[CH:4][CH:3]=1.C(N(CC)CC)C.O.P(Cl)(Cl)([Cl:24])=O, predict the reaction product.